Dataset: Peptide-MHC class II binding affinity with 134,281 pairs from IEDB. Task: Regression. Given a peptide amino acid sequence and an MHC pseudo amino acid sequence, predict their binding affinity value. This is MHC class II binding data. (1) The peptide sequence is EYRSTVNPWASQLG. The MHC is DRB1_1201 with pseudo-sequence DRB1_1201. The binding affinity (normalized) is 0. (2) The peptide sequence is SACLSPQAYQQGVTVDSIGMLPRFIPENQRTVAVY. The MHC is DRB4_0101 with pseudo-sequence DRB4_0103. The binding affinity (normalized) is 0.240. (3) The peptide sequence is QYIKANSKFIGITE. The MHC is DRB1_0405 with pseudo-sequence DRB1_0405. The binding affinity (normalized) is 0.326. (4) The peptide sequence is IGHVYIFATCLGLSYDGL. The MHC is DRB1_0401 with pseudo-sequence DRB1_0401. The binding affinity (normalized) is 0. (5) The peptide sequence is TRVVLSEMKEAFHGL. The MHC is DRB1_1301 with pseudo-sequence DRB1_1301. The binding affinity (normalized) is 0.571. (6) The peptide sequence is CVPKVTFTVEKGSNE. The MHC is HLA-DQA10501-DQB10201 with pseudo-sequence HLA-DQA10501-DQB10201. The binding affinity (normalized) is 0.0550. (7) The peptide sequence is EKKYFAATQAEPLAA. The MHC is HLA-DPA10301-DPB10402 with pseudo-sequence HLA-DPA10301-DPB10402. The binding affinity (normalized) is 0.680. (8) The peptide sequence is LDIELQKTEATQLAT. The MHC is DRB1_0901 with pseudo-sequence DRB1_0901. The binding affinity (normalized) is 0.549. (9) The peptide sequence is YIITPTNVSHIQSAVVSGRR. The MHC is DRB5_0101 with pseudo-sequence DRB5_0101. The binding affinity (normalized) is 0.792. (10) The peptide sequence is DESWQQFRQELIPLL. The MHC is DRB1_0301 with pseudo-sequence DRB1_0301. The binding affinity (normalized) is 0.339.